Predict the product of the given reaction. From a dataset of Forward reaction prediction with 1.9M reactions from USPTO patents (1976-2016). (1) Given the reactants [CH2:1]([O:3][C:4](=[O:9])[CH2:5][C:6]([OH:8])=O)[CH3:2].N1C=CC=CC=1C1C=CC=CN=1.[CH3:22][O:23][C:24]([C:26]1[C:35]2[C:30](=[CH:31][C:32]([CH2:36]C(Cl)=O)=[CH:33][CH:34]=2)[CH:29]=[CH:28][CH:27]=1)=[O:25].Cl, predict the reaction product. The product is: [CH3:22][O:23][C:24]([C:26]1[C:35]2[C:30](=[CH:31][C:32]([CH2:36][C:6](=[O:8])[CH2:5][C:4]([O:3][CH2:1][CH3:2])=[O:9])=[CH:33][CH:34]=2)[CH:29]=[CH:28][CH:27]=1)=[O:25]. (2) Given the reactants C([O:3][C:4]([C:6]1[CH:7]=[N:8][N:9]([C:12]2[CH:17]=[C:16]([N:18]([C:20]([O:22][C:23]([CH3:26])([CH3:25])[CH3:24])=[O:21])[CH3:19])[N:15]=[CH:14][N:13]=2)[C:10]=1[NH2:11])=[O:5])C.[OH-].[Li+].Cl, predict the reaction product. The product is: [NH2:11][C:10]1[N:9]([C:12]2[CH:17]=[C:16]([N:18]([C:20]([O:22][C:23]([CH3:25])([CH3:26])[CH3:24])=[O:21])[CH3:19])[N:15]=[CH:14][N:13]=2)[N:8]=[CH:7][C:6]=1[C:4]([OH:5])=[O:3]. (3) The product is: [NH:1]([C:19]([O:21][C:22]([CH3:25])([CH3:24])[CH3:23])=[O:20])[C@H:2]([C:10]([OH:12])=[O:11])[CH2:3][CH2:4][CH2:5][NH:6][C:7]([NH2:9])=[O:8]. Given the reactants [NH2:1][C@H:2]([C:10]([OH:12])=[O:11])[CH2:3][CH2:4][CH2:5][NH:6][C:7]([NH2:9])=[O:8].C([O-])([O-])=O.[Na+].[Na+].[C:19](O[C:19]([O:21][C:22]([CH3:25])([CH3:24])[CH3:23])=[O:20])([O:21][C:22]([CH3:25])([CH3:24])[CH3:23])=[O:20], predict the reaction product. (4) Given the reactants [CH2:1]([N:8]1[CH:16]=[C:15]2[C:10]([CH:11]=[C:12]([C:17]3[CH:18]=[C:19]([C:27]4[CH:32]=[CH:31][C:30]([CH2:33]Br)=[CH:29][CH:28]=4)[N:20]4[C:25]=3[C:24]([NH2:26])=[N:23][CH:22]=[N:21]4)[CH:13]=[CH:14]2)=[N:9]1)[C:2]1[CH:7]=[CH:6][CH:5]=[CH:4][CH:3]=1.[NH:35]1[CH2:40][CH2:39][CH2:38][CH2:37][CH2:36]1, predict the reaction product. The product is: [CH2:1]([N:8]1[CH:16]=[C:15]2[C:10]([CH:11]=[C:12]([C:17]3[CH:18]=[C:19]([C:27]4[CH:32]=[CH:31][C:30]([CH2:33][N:35]5[CH2:40][CH2:39][CH2:38][CH2:37][CH2:36]5)=[CH:29][CH:28]=4)[N:20]4[C:25]=3[C:24]([NH2:26])=[N:23][CH:22]=[N:21]4)[CH:13]=[CH:14]2)=[N:9]1)[C:2]1[CH:7]=[CH:6][CH:5]=[CH:4][CH:3]=1. (5) Given the reactants C([N:8]=[C:9]([NH:42]C(OC(C)(C)C)=O)[NH:10][C:11]1[CH:23]=[CH:22][C:21]2[C:20]3[C:15](=[CH:16][C:17]([NH:24][C:25]([NH:34]C(OC(C)(C)C)=O)=[N:26]C(OC(C)(C)C)=O)=[CH:18][CH:19]=3)[CH2:14][C:13]=2[CH:12]=1)(OC(C)(C)C)=O.[ClH:50], predict the reaction product. The product is: [ClH:50].[ClH:50].[NH:10]([C:11]1[CH:23]=[CH:22][C:21]2[C:20]3[C:15](=[CH:16][C:17]([NH:24][C:25]([NH2:34])=[NH:26])=[CH:18][CH:19]=3)[CH2:14][C:13]=2[CH:12]=1)[C:9]([NH2:42])=[NH:8]. (6) Given the reactants [CH:1]1([N:4]2[C:13]3[C:8](=[C:9]([N+:18]([O-:20])=[O:19])[C:10]([F:17])=[C:11]([F:16])[C:12]=3[O:14][CH3:15])[C:7](=[O:21])[CH:6]([C:22]([O:24][CH2:25][CH3:26])=[O:23])[CH:5]2[CH3:27])[CH2:3][CH2:2]1, predict the reaction product. The product is: [CH:1]1([N:4]2[C:13]3[C:8](=[C:9]([N+:18]([O-:20])=[O:19])[C:10]([F:17])=[C:11]([F:16])[C:12]=3[O:14][CH3:15])[C:7](=[O:21])[C:6]([C:22]([O:24][CH2:25][CH3:26])=[O:23])=[C:5]2[CH3:27])[CH2:2][CH2:3]1. (7) Given the reactants [CH3:1][C:2]1[S:6][C:5]2[CH:7]=[C:8]([O:11][CH2:12][CH2:13]OS(C)(=O)=O)[CH:9]=[CH:10][C:4]=2[C:3]=1[C:19]1[CH:24]=[CH:23][C:22]([C:25]([F:28])([F:27])[F:26])=[CH:21][CH:20]=1.[CH3:29][NH2:30], predict the reaction product. The product is: [CH3:29][NH:30][CH2:13][CH2:12][O:11][C:8]1[CH:9]=[CH:10][C:4]2[C:3]([C:19]3[CH:24]=[CH:23][C:22]([C:25]([F:28])([F:27])[F:26])=[CH:21][CH:20]=3)=[C:2]([CH3:1])[S:6][C:5]=2[CH:7]=1. (8) Given the reactants [NH:1]1[CH:5]=[CH:4][CH:3]=[C:2]1[CH:6]=[O:7].[CH3:8][O:9][C:10]1[CH:17]=[CH:16][C:13]([CH2:14]Cl)=[CH:12][CH:11]=1.[Cl-].[NH4+], predict the reaction product. The product is: [CH3:8][O:9][C:10]1[CH:17]=[CH:16][C:13]([CH2:14][N:1]2[CH:5]=[CH:4][CH:3]=[C:2]2[CH:6]=[O:7])=[CH:12][CH:11]=1. (9) Given the reactants [NH:1]([C:10]([O:12][CH2:13][CH2:14][C:15]1[CH:20]=[CH:19][C:18]([O:21][C:22]([C:24]2[N:25]=[C:26]([NH:29][C:30](=[O:32])[CH3:31])[S:27][CH:28]=2)=[O:23])=[CH:17][CH:16]=1)=[O:11])[NH:2]C(OC(C)(C)C)=O.O1CCOCC1.[ClH:39], predict the reaction product. The product is: [ClH:39].[C:30]([NH:29][C:26]1[S:27][CH:28]=[C:24]([C:22]([O:21][C:18]2[CH:17]=[CH:16][C:15]([CH2:14][CH2:13][O:12][C:10]([NH:1][NH2:2])=[O:11])=[CH:20][CH:19]=2)=[O:23])[N:25]=1)(=[O:32])[CH3:31]. (10) Given the reactants [Br:1][C:2]1[CH:11]=[C:10]2[C:5]([C:6](=[O:12])[NH:7][CH:8]=[N:9]2)=[CH:4][CH:3]=1.[CH3:13][O:14][C:15]1[CH:22]=[C:21]([O:23][CH3:24])[CH:20]=[CH:19][C:16]=1[CH2:17]O.C1(P(C2C=CC=CC=2)C2C=CC=CC=2)C=CC=CC=1.N(C(OCC)=O)=NC(OCC)=O, predict the reaction product. The product is: [Br:1][C:2]1[CH:11]=[C:10]2[C:5]([C:6](=[O:12])[N:7]([CH2:17][C:16]3[CH:19]=[CH:20][C:21]([O:23][CH3:24])=[CH:22][C:15]=3[O:14][CH3:13])[CH:8]=[N:9]2)=[CH:4][CH:3]=1.